This data is from Catalyst prediction with 721,799 reactions and 888 catalyst types from USPTO. The task is: Predict which catalyst facilitates the given reaction. (1) Reactant: [H-].[Na+].[C:3]([O:9][CH2:10][CH3:11])(=[O:8])[CH2:4][C:5]([CH3:7])=[O:6].C([Li])CCC.[C:17]([C:21]1[N:22](/[CH:39]=[CH:40]/[CH:41]=[O:42])[C:23]([C:33]2[CH:38]=[CH:37][N:36]=[CH:35][CH:34]=2)=[C:24]([C:26]2[CH:31]=[CH:30][C:29]([F:32])=[CH:28][CH:27]=2)[N:25]=1)([CH3:20])([CH3:19])[CH3:18]. Product: [C:17]([C:21]1[N:22]([CH:39]=[CH:40][CH:41]([OH:42])[CH2:7][C:5](=[O:6])[CH2:4][C:3]([O:9][CH2:10][CH3:11])=[O:8])[C:23]([C:33]2[CH:34]=[CH:35][N:36]=[CH:37][CH:38]=2)=[C:24]([C:26]2[CH:27]=[CH:28][C:29]([F:32])=[CH:30][CH:31]=2)[N:25]=1)([CH3:20])([CH3:18])[CH3:19]. The catalyst class is: 7. (2) Reactant: [CH2:1]([O:3][C:4]([C:6]1[CH:7]=[N:8][N:9]([C:11]2[N:15]([CH2:16][O:17][CH2:18][CH2:19][O:20][CH3:21])[C:14]3[CH:22]=[C:23]([Cl:27])[C:24]([NH2:26])=[CH:25][C:13]=3[N:12]=2)[CH:10]=1)=[O:5])[CH3:2].NC1C(Cl)=CC2NC(N3C=[C:39]([C:41](O)=[O:42])C=N3)=NC=2C=1.C(N(C(C)C)CC)(C)C.C(Cl)(=O)C. Product: [CH2:1]([O:3][C:4]([C:6]1[CH:7]=[N:8][N:9]([C:11]2[N:15]([CH2:16][O:17][CH2:18][CH2:19][O:20][CH3:21])[C:14]3[CH:22]=[C:23]([Cl:27])[C:24]([NH:26][C:41](=[O:42])[CH3:39])=[CH:25][C:13]=3[N:12]=2)[CH:10]=1)=[O:5])[CH3:2]. The catalyst class is: 1. (3) The catalyst class is: 14. Reactant: [Br:1][C:2]1[S:6][C:5]([C:7]#[N:8])=[N:4][C:3]=1[CH2:9][CH:10]1[CH2:15][CH2:14][CH2:13][CH2:12][CH2:11]1.Cl.[NH2:17][OH:18]. Product: [Br:1][C:2]1[S:6][C:5]([C:7](=[N:17][OH:18])[NH2:8])=[N:4][C:3]=1[CH2:9][CH:10]1[CH2:15][CH2:14][CH2:13][CH2:12][CH2:11]1.